From a dataset of Peptide-MHC class II binding affinity with 134,281 pairs from IEDB. Regression. Given a peptide amino acid sequence and an MHC pseudo amino acid sequence, predict their binding affinity value. This is MHC class II binding data. (1) The MHC is DRB1_0401 with pseudo-sequence DRB1_0401. The peptide sequence is GELQIVHKIDAAFKI. The binding affinity (normalized) is 0.601. (2) The peptide sequence is RLFKAFILDGDNLFP. The MHC is HLA-DQA10501-DQB10301 with pseudo-sequence HLA-DQA10501-DQB10301. The binding affinity (normalized) is 0.250. (3) The peptide sequence is GELQIVDKIDYAFKI. The MHC is DRB5_0101 with pseudo-sequence DRB5_0101. The binding affinity (normalized) is 0.638. (4) The peptide sequence is LRLANLTEIQEAVIR. The MHC is DRB1_0101 with pseudo-sequence DRB1_0101. The binding affinity (normalized) is 0.508.